Task: Predict the product of the given reaction.. Dataset: Forward reaction prediction with 1.9M reactions from USPTO patents (1976-2016) (1) Given the reactants [NH2:1][C:2]([C:18]1[C:26]([CH:27]2[CH2:29][CH2:28]2)=[CH:25][C:24]([CH3:30])=[C:23]2[C:19]=1[CH:20]=[CH:21][N:22]2C(OC(C)(C)C)=O)([C:7]1[NH:17][C:10]2=[N:11][CH:12]=[C:13]([C:15]#[N:16])[CH:14]=[C:9]2[N:8]=1)[C:3]([F:6])([F:5])[F:4].[C:38]([O-:41])([O-])=[O:39].[K+].[K+], predict the reaction product. The product is: [NH2:1][C:2]([C:7]1[NH:17][C:10]2=[N:11][CH:12]=[C:13]([C:15]#[N:16])[CH:14]=[C:9]2[N:8]=1)([C:18]1[C:26]([CH:27]2[CH2:29][CH2:28]2)=[CH:25][C:24]([CH3:30])=[C:23]2[C:19]=1[CH:20]=[CH:21][NH:22]2)[C:3]([F:5])([F:4])[F:6].[C:38]([OH:41])([C:3]([F:6])([F:5])[F:4])=[O:39]. (2) The product is: [CH2:1]([N:3]([C@H:16]1[CH2:20][CH2:19][C@@H:18]([C:21]2[CH:22]=[N:23][CH:24]=[CH:25][CH:26]=2)[CH2:17]1)[C:4]1[CH:11]=[CH:10][C:7]([C:8]#[N:9])=[C:6]([C:12]([F:14])([F:13])[F:15])[CH:5]=1)[CH3:2]. Given the reactants [CH2:1]([N:3]([CH:16]1[CH2:20][CH2:19][C:18]([C:21]2[CH:22]=[N:23][CH:24]=[CH:25][CH:26]=2)=[CH:17]1)[C:4]1[CH:11]=[CH:10][C:7]([C:8]#[N:9])=[C:6]([C:12]([F:15])([F:14])[F:13])[CH:5]=1)[CH3:2].[H][H], predict the reaction product.